From a dataset of Forward reaction prediction with 1.9M reactions from USPTO patents (1976-2016). Predict the product of the given reaction. (1) Given the reactants [F:1][C:2]([F:21])([F:20])[O:3][C:4]1[CH:5]=[C:6]([C:10]2[CH:15]=[CH:14][N:13]=[C:12]([CH2:16][C:17]([O-:19])=O)[CH:11]=2)[CH:7]=[CH:8][CH:9]=1.[Li+].[NH2:23][C:24]1[N:29]=[N:28][C:27]([CH2:30][CH2:31][CH2:32][CH2:33][N:34]2[CH:38]=[C:37]([C:39]([NH:41][CH3:42])=[O:40])[N:36]=[N:35]2)=[CH:26][CH:25]=1.C(P1(=O)OP(CCC)(=O)OP(CCC)(=O)O1)CC, predict the reaction product. The product is: [CH3:42][NH:41][C:39]([C:37]1[N:36]=[N:35][N:34]([CH2:33][CH2:32][CH2:31][CH2:30][C:27]2[N:28]=[N:29][C:24]([NH:23][C:17](=[O:19])[CH2:16][C:12]3[CH:11]=[C:10]([C:6]4[CH:7]=[CH:8][CH:9]=[C:4]([O:3][C:2]([F:1])([F:21])[F:20])[CH:5]=4)[CH:15]=[CH:14][N:13]=3)=[CH:25][CH:26]=2)[CH:38]=1)=[O:40]. (2) Given the reactants [CH2:1]([O:3][C:4]([C:6]1[NH:7][C:8]2[C:13]([CH:14]=1)=[CH:12][CH:11]=[C:10]([O:15][C:16]1[CH:21]=[CH:20][C:19]([NH2:22])=[CH:18][N:17]=1)[CH:9]=2)=[O:5])[CH3:2].[C:23](OC(=O)C)(=[O:25])[CH3:24].O, predict the reaction product. The product is: [CH2:1]([O:3][C:4]([C:6]1[NH:7][C:8]2[C:13]([CH:14]=1)=[CH:12][CH:11]=[C:10]([O:15][C:16]1[CH:21]=[CH:20][C:19]([NH:22][C:23](=[O:25])[CH3:24])=[CH:18][N:17]=1)[CH:9]=2)=[O:5])[CH3:2]. (3) The product is: [C:1]([NH:5][C:6]([C:7]1[CH:8]=[C:9]([CH:10]=[CH:11][CH:12]=1)[O:13][C:14]1[CH:19]=[CH:18][C:17]([NH:20][C:21]2[C:31]3[CH:30]=[C:29](/[CH:32]=[CH:41]/[C:36]([O:38][CH2:39][CH3:40])=[O:37])[CH2:28][CH2:27][NH:26][C:25]=3[N:24]=[CH:23][N:22]=2)=[CH:16][C:15]=1[Cl:34])=[O:61])([CH3:2])([CH3:3])[CH3:4]. Given the reactants [C:1]([NH:5][C:6](=O)[C:7]1[CH:12]=[CH:11][CH:10]=[C:9]([O:13][C:14]2[CH:19]=[CH:18][C:17]([NH:20][C:21]3[C:31]4[CH:30]=[C:29]([CH:32]=O)[CH2:28][CH2:27][NH:26][C:25]=4[N:24]=[CH:23][N:22]=3)=[CH:16][C:15]=2[Cl:34])[CH:8]=1)([CH3:4])([CH3:3])[CH3:2].[C:36]([CH:41]=P(C1C=CC=CC=1)(C1C=CC=CC=1)C1C=CC=CC=1)([O:38][CH2:39][CH3:40])=[O:37].[OH2:61], predict the reaction product. (4) Given the reactants C([N:8]1[CH2:13][CH2:12][N:11]([CH2:14][CH2:15][CH2:16][N:17]=[N+:18]=[N-:19])[CH2:10][CH2:9]1)(OC(C)(C)C)=O.C(O)(C(F)(F)F)=O, predict the reaction product. The product is: [N:17]([CH2:16][CH2:15][CH2:14][N:11]1[CH2:12][CH2:13][NH:8][CH2:9][CH2:10]1)=[N+:18]=[N-:19]. (5) Given the reactants [N:1]1[CH:6]=[CH:5][CH:4]=[CH:3][C:2]=1[C:7]1[C:11]([CH2:12][O:13][C:14]2[N:15]=[CH:16][C:17]([C:20]([OH:22])=O)=[N:18][CH:19]=2)=[CH:10][O:9][N:8]=1.CC1O[N:27]=[C:26](C2C=CC=CC=2)[C:25]=1[CH2:35][O:36][C:37]1N=CC(C(O)=O)=N[CH:42]=1.NC1CCOCC1, predict the reaction product. The product is: [O:36]1[CH2:35][CH2:25][CH:26]([NH:27][C:20]([C:17]2[CH:16]=[N:15][C:14]([O:13][CH2:12][C:11]3[C:7]([C:2]4[CH:3]=[CH:4][CH:5]=[CH:6][N:1]=4)=[N:8][O:9][CH:10]=3)=[CH:19][N:18]=2)=[O:22])[CH2:42][CH2:37]1. (6) Given the reactants [Br:1][C:2]1[CH:9]=[CH:8][C:5]([CH2:6]Br)=[CH:4][CH:3]=1.[NH:10]1[CH2:14][CH2:13][CH2:12][CH2:11]1.Cl, predict the reaction product. The product is: [Br:1][C:2]1[CH:9]=[CH:8][C:5]([CH2:6][N:10]2[CH2:14][CH2:13][CH2:12][CH2:11]2)=[CH:4][CH:3]=1. (7) Given the reactants [C:1]([OH:12])(=[O:11])[CH2:2][CH2:3][CH2:4][CH2:5][CH2:6][CH2:7][CH2:8][CH2:9][CH3:10].C(O)C.C(=O)([O-])[O-].[Ca+2:20], predict the reaction product. The product is: [C:1]([O-:12])(=[O:11])[CH2:2][CH2:3][CH2:4][CH2:5][CH2:6][CH2:7][CH2:8][CH2:9][CH3:10].[Ca+2:20].[C:1]([O-:12])(=[O:11])[CH2:2][CH2:3][CH2:4][CH2:5][CH2:6][CH2:7][CH2:8][CH2:9][CH3:10].